The task is: Predict the product of the given reaction.. This data is from Forward reaction prediction with 1.9M reactions from USPTO patents (1976-2016). (1) Given the reactants C(OC(=O)[NH:10][C@H:11]1[C:20]2[C:15](=[CH:16][CH:17]=[CH:18][CH:19]=2)[N:14]([C:21](=[O:30])[C:22]2[CH:27]=[CH:26][C:25]([O:28][CH3:29])=[CH:24][CH:23]=2)[C@@H:13]([CH3:31])[CH2:12]1)C1C=CC=CC=1, predict the reaction product. The product is: [NH2:10][C@H:11]1[C:20]2[C:15](=[CH:16][CH:17]=[CH:18][CH:19]=2)[N:14]([C:21]([C:22]2[CH:23]=[CH:24][C:25]([O:28][CH3:29])=[CH:26][CH:27]=2)=[O:30])[C@@H:13]([CH3:31])[CH2:12]1. (2) Given the reactants [OH:1][C:2]1[N:6]([C:7]2[CH:12]=[C:11]([C:13]#[N:14])[CH:10]=[CH:9][N:8]=2)[N:5]=[CH:4][CH:3]=1.[Cl:15][C:16]1[CH:21]=[CH:20][C:19]([CH2:22]O)=[C:18]([CH3:24])[CH:17]=1, predict the reaction product. The product is: [Cl:15][C:16]1[CH:21]=[CH:20][C:19]([CH2:22][O:1][C:2]2[N:6]([C:7]3[CH:12]=[C:11]([C:13]#[N:14])[CH:10]=[CH:9][N:8]=3)[N:5]=[CH:4][CH:3]=2)=[C:18]([CH3:24])[CH:17]=1. (3) Given the reactants [Br:1][C:2]1[CH:3]=[C:4]([C:8]2[CH:24]=[C:11]3[N:12]=[C:13]([CH3:23])[C:14]([CH:17]([OH:22])[C:18]([O:20][CH3:21])=[O:19])=[C:15]([I:16])[N:10]3[N:9]=2)[CH:5]=[CH:6][CH:7]=1.CC(OI1(OC(C)=O)(OC(C)=O)OC(=O)C2C=CC=CC1=2)=O, predict the reaction product. The product is: [Br:1][C:2]1[CH:3]=[C:4]([C:8]2[CH:24]=[C:11]3[N:12]=[C:13]([CH3:23])[C:14]([C:17](=[O:22])[C:18]([O:20][CH3:21])=[O:19])=[C:15]([I:16])[N:10]3[N:9]=2)[CH:5]=[CH:6][CH:7]=1.